From a dataset of Catalyst prediction with 721,799 reactions and 888 catalyst types from USPTO. Predict which catalyst facilitates the given reaction. Reactant: C[C:2]1([C:18]2[S:19][CH:20]=[CH:21][N:22]=2)[CH:7]=[N:6][C:5]([C:8]2[CH:9]=[N:10][CH:11]=[CH:12][CH:13]=2)=[CH:4][CH:3]1[C:14]([O:16]C)=[O:15].[CH3:23][Si](C)(C)[O-].[K+:28].C(OCC)C. Product: [CH3:23][C:12]1[CH:13]=[C:8]([C:5]2[CH:4]=[C:3]([C:14]([O-:16])=[O:15])[C:2]([C:18]3[S:19][CH:20]=[CH:21][N:22]=3)=[CH:7][N:6]=2)[CH:9]=[N:10][CH:11]=1.[K+:28]. The catalyst class is: 7.